From a dataset of NCI-60 drug combinations with 297,098 pairs across 59 cell lines. Regression. Given two drug SMILES strings and cell line genomic features, predict the synergy score measuring deviation from expected non-interaction effect. (1) Drug 2: N.N.Cl[Pt+2]Cl. Cell line: NCIH23. Drug 1: CN(C)N=NC1=C(NC=N1)C(=O)N. Synergy scores: CSS=4.61, Synergy_ZIP=-0.772, Synergy_Bliss=2.71, Synergy_Loewe=1.38, Synergy_HSA=1.97. (2) Cell line: RXF 393. Drug 2: COC1=NC(=NC2=C1N=CN2C3C(C(C(O3)CO)O)O)N. Synergy scores: CSS=-1.11, Synergy_ZIP=-0.677, Synergy_Bliss=-2.70, Synergy_Loewe=-3.25, Synergy_HSA=-2.53. Drug 1: CNC(=O)C1=CC=CC=C1SC2=CC3=C(C=C2)C(=NN3)C=CC4=CC=CC=N4. (3) Drug 1: C1CC(C1)(C(=O)O)C(=O)O.[NH2-].[NH2-].[Pt+2]. Drug 2: C1=CC=C(C=C1)NC(=O)CCCCCCC(=O)NO. Cell line: SK-MEL-28. Synergy scores: CSS=24.0, Synergy_ZIP=-7.15, Synergy_Bliss=-5.72, Synergy_Loewe=-16.3, Synergy_HSA=-6.09. (4) Drug 1: C1CC(=O)NC(=O)C1N2CC3=C(C2=O)C=CC=C3N. Drug 2: CCCCC(=O)OCC(=O)C1(CC(C2=C(C1)C(=C3C(=C2O)C(=O)C4=C(C3=O)C=CC=C4OC)O)OC5CC(C(C(O5)C)O)NC(=O)C(F)(F)F)O. Cell line: K-562. Synergy scores: CSS=-1.30, Synergy_ZIP=-1.71, Synergy_Bliss=-10.6, Synergy_Loewe=-10.1, Synergy_HSA=-9.59. (5) Drug 1: CN(C)N=NC1=C(NC=N1)C(=O)N. Drug 2: C(CC(=O)O)C(=O)CN.Cl. Cell line: CAKI-1. Synergy scores: CSS=13.3, Synergy_ZIP=-4.80, Synergy_Bliss=0.510, Synergy_Loewe=1.63, Synergy_HSA=2.37. (6) Drug 1: C1CCN(CC1)CCOC2=CC=C(C=C2)C(=O)C3=C(SC4=C3C=CC(=C4)O)C5=CC=C(C=C5)O. Drug 2: C(=O)(N)NO. Cell line: NCIH23. Synergy scores: CSS=-4.77, Synergy_ZIP=0.803, Synergy_Bliss=-4.54, Synergy_Loewe=-7.25, Synergy_HSA=-7.63. (7) Drug 1: CC(CN1CC(=O)NC(=O)C1)N2CC(=O)NC(=O)C2. Drug 2: CCN(CC)CCCC(C)NC1=C2C=C(C=CC2=NC3=C1C=CC(=C3)Cl)OC. Cell line: UO-31. Synergy scores: CSS=19.1, Synergy_ZIP=-1.89, Synergy_Bliss=4.32, Synergy_Loewe=5.48, Synergy_HSA=5.44.